This data is from CYP1A2 inhibition data for predicting drug metabolism from PubChem BioAssay. The task is: Regression/Classification. Given a drug SMILES string, predict its absorption, distribution, metabolism, or excretion properties. Task type varies by dataset: regression for continuous measurements (e.g., permeability, clearance, half-life) or binary classification for categorical outcomes (e.g., BBB penetration, CYP inhibition). Dataset: cyp1a2_veith. (1) The drug is CS(=O)(=O)N1CCC2(CCCN(C(c3ccccc3)c3ccccc3)C2)CC1. The result is 0 (non-inhibitor). (2) The molecule is CSCCC(NC=C1C(=O)OC(C)(C)OC1=O)C(=O)O. The result is 0 (non-inhibitor). (3) The drug is N#Cc1cccc(-c2cncnc2-n2ccnc2)c1. The result is 1 (inhibitor).